Dataset: Full USPTO retrosynthesis dataset with 1.9M reactions from patents (1976-2016). Task: Predict the reactants needed to synthesize the given product. (1) Given the product [F:14][C:13]1[CH:12]=[CH:11][C:7]([C:8]([OH:10])=[O:9])=[CH:6][C:5]=1[SH:2], predict the reactants needed to synthesize it. The reactants are: Cl[S:2]([C:5]1[CH:6]=[C:7]([CH:11]=[CH:12][C:13]=1[F:14])[C:8]([OH:10])=[O:9])(=O)=O.O.O.Cl[Sn]Cl.C(=O)(O)[O-].[Na+]. (2) The reactants are: [F:1][C:2]1[CH:3]=[C:4]([C:11](=[O:13])[CH3:12])[CH:5]=[C:6]([F:10])[C:7]=1[O:8]C.Br. Given the product [F:1][C:2]1[CH:3]=[C:4]([C:11](=[O:13])[CH3:12])[CH:5]=[C:6]([F:10])[C:7]=1[OH:8], predict the reactants needed to synthesize it. (3) Given the product [Br:1][C:2]1[CH:7]=[C:6]([CH:5]=[C:4]([O:11][CH3:12])[CH:3]=1)[NH2:8], predict the reactants needed to synthesize it. The reactants are: [Br:1][C:2]1[CH:7]=[C:6]([N+:8]([O-])=O)[CH:5]=[C:4]([O:11][CH3:12])[CH:3]=1.[Cl-].[NH4+]. (4) Given the product [CH3:1][O:2][C:3](=[O:21])[CH2:4][CH:5]1[CH2:14][C:13]2[C:8](=[CH:9][C:10]([C:15]#[C:16][CH2:17][CH2:18][NH:19][C:22]([O:24][C:25]([CH3:28])([CH3:27])[CH3:26])=[O:23])=[CH:11][CH:12]=2)[NH:7][C:6]1=[O:20], predict the reactants needed to synthesize it. The reactants are: [CH3:1][O:2][C:3](=[O:21])[CH2:4][CH:5]1[CH2:14][C:13]2[C:8](=[CH:9][C:10]([C:15]#[C:16][CH2:17][CH2:18][NH2:19])=[CH:11][CH:12]=2)[NH:7][C:6]1=[O:20].[C:22](O[C:22]([O:24][C:25]([CH3:28])([CH3:27])[CH3:26])=[O:23])([O:24][C:25]([CH3:28])([CH3:27])[CH3:26])=[O:23].C(=O)([O-])[O-].[K+].[K+].CO.